Dataset: Experimentally validated miRNA-target interactions with 360,000+ pairs, plus equal number of negative samples. Task: Binary Classification. Given a miRNA mature sequence and a target amino acid sequence, predict their likelihood of interaction. The miRNA is mmu-miR-133a-5p with sequence GCUGGUAAAAUGGAACCAAAU. The protein sequence of the target gene is MSKKPPNRPGITFEIGARLEALDYLQKWYPSRIEKIDYEEGKMLVHFERWSHRYDEWIYWDSNRLRPLERPALRKEGLKDEEDFFDFKAGEEVLARWTDCRYYPAKIEAINKEGTFTVQFYDGVIRCLKRMHIKAMPEDAKGQVKSQHPLSWCCPIDPAGSCNQSMGSEDWIALVKAAAAAAAKNKTGSKPRTSANSNKDKDKDERKWFKVPSKKEETSTCIATPDVEKKEDLPTSSETFGLHVENVPKMVFPQPESTLSNKRKNNQGNSFQAKRARLNKITGLLASKAVGVDGAEKKED.... Result: 0 (no interaction).